From a dataset of NCI-60 drug combinations with 297,098 pairs across 59 cell lines. Regression. Given two drug SMILES strings and cell line genomic features, predict the synergy score measuring deviation from expected non-interaction effect. Drug 1: C1=C(C(=O)NC(=O)N1)N(CCCl)CCCl. Drug 2: C1=CC(=CC=C1CC(C(=O)O)N)N(CCCl)CCCl.Cl. Cell line: NCI-H322M. Synergy scores: CSS=-6.99, Synergy_ZIP=2.91, Synergy_Bliss=-3.65, Synergy_Loewe=-8.19, Synergy_HSA=-7.60.